Dataset: Peptide-MHC class II binding affinity with 134,281 pairs from IEDB. Task: Regression. Given a peptide amino acid sequence and an MHC pseudo amino acid sequence, predict their binding affinity value. This is MHC class II binding data. The peptide sequence is DCCMEILGAVLEAVD. The MHC is DRB1_0101 with pseudo-sequence DRB1_0101. The binding affinity (normalized) is 0.956.